From a dataset of Reaction yield outcomes from USPTO patents with 853,638 reactions. Predict the reaction yield, written as a fraction of the theoretical maximum amount of product (1.0 means a 100% yield; for example, 0.34 means a 34% yield). (1) The reactants are [F:1][C:2]([F:26])([F:25])[C:3]1[CH:8]=[CH:7][C:6]([C:9]2[CH:14]=[CH:13][C:12]([CH2:15][O:16][C:17]3[CH:22]=[CH:21][CH:20]=[CH:19][C:18]=3[CH2:23]O)=[CH:11][CH:10]=2)=[CH:5][CH:4]=1.[BrH:27].[C:28]1([PH+:34]([C:41]2[CH:46]=[CH:45][CH:44]=[CH:43][CH:42]=2)[C:35]2[CH:40]=[CH:39][CH:38]=[CH:37][CH:36]=2)[CH:33]=[CH:32][CH:31]=[CH:30][CH:29]=1. The catalyst is C(#N)C. The product is [Br-:27].[C:41]1([P+:34]([C:28]2[CH:29]=[CH:30][CH:31]=[CH:32][CH:33]=2)([C:35]2[CH:40]=[CH:39][CH:38]=[CH:37][CH:36]=2)[CH2:23][C:18]2[CH:19]=[CH:20][CH:21]=[CH:22][C:17]=2[O:16][CH2:15][C:12]2[CH:13]=[CH:14][C:9]([C:6]3[CH:7]=[CH:8][C:3]([C:2]([F:1])([F:25])[F:26])=[CH:4][CH:5]=3)=[CH:10][CH:11]=2)[CH:42]=[CH:43][CH:44]=[CH:45][CH:46]=1. The yield is 0.920. (2) The catalyst is O1CCCC1.CCCCCCC. The product is [F:28][C:24]1[CH:23]=[C:22]([CH:27]=[CH:26][CH:25]=1)[CH2:21][O:20][C:17]1[CH:18]=[CH:19][C:14]([CH2:13][CH2:12][NH:11][CH:4]([C:5]2[CH:10]=[CH:9][CH:8]=[CH:7][CH:6]=2)[C:3]([N:33]([CH3:34])[CH3:32])=[O:2])=[CH:15][C:16]=1[O:29][CH3:30]. The yield is 0.520. The reactants are C[O:2][C:3](=O)[CH:4]([NH:11][CH2:12][CH2:13][C:14]1[CH:19]=[CH:18][C:17]([O:20][CH2:21][C:22]2[CH:27]=[CH:26][CH:25]=[C:24]([F:28])[CH:23]=2)=[C:16]([O:29][CH3:30])[CH:15]=1)[C:5]1[CH:10]=[CH:9][CH:8]=[CH:7][CH:6]=1.[CH3:32][NH:33][CH3:34].C[Al](C)C. (3) The reactants are [CH2:1]([C@H:3]1[C:7]2=[N:8][CH:9]=[C:10]([C:12]([NH:14][C@H:15]([C:18]3[CH:23]=[CH:22][C:21]([S:24]([CH2:27][CH3:28])(=[O:26])=[O:25])=[CH:20][CH:19]=3)[CH2:16][OH:17])=[O:13])[CH:11]=[C:6]2[CH2:5][NH:4]1)[CH3:2].[F:29][C:30]([F:40])([F:39])[C@H:31]1[CH2:36][CH2:35][C@H:34]([CH:37]=O)[CH2:33][CH2:32]1.C(O)(=O)C.C([BH3-])#N.[Na+]. The catalyst is CO. The product is [CH2:1]([C@H:3]1[C:7]2=[N:8][CH:9]=[C:10]([C:12]([NH:14][C@H:15]([C:18]3[CH:23]=[CH:22][C:21]([S:24]([CH2:27][CH3:28])(=[O:26])=[O:25])=[CH:20][CH:19]=3)[CH2:16][OH:17])=[O:13])[CH:11]=[C:6]2[CH2:5][N:4]1[CH2:37][C@H:34]1[CH2:33][CH2:32][C@H:31]([C:30]([F:29])([F:39])[F:40])[CH2:36][CH2:35]1)[CH3:2]. The yield is 0.460. (4) The reactants are Br[CH2:2][CH2:3][O:4][C:5]1[CH:14]=[C:13]2[C:8]([C:9]([O:15][C:16]3[CH:21]=[CH:20][C:19]([NH:22][C:23]([NH:25][CH2:26][CH2:27][CH3:28])=[O:24])=[C:18]([Cl:29])[CH:17]=3)=[CH:10][CH:11]=[N:12]2)=[CH:7][C:6]=1[O:30][CH3:31].C(=O)([O-])[O-].[K+].[K+].[CH3:38][NH:39][CH2:40][CH2:41][OH:42].O. The catalyst is CN(C)C=O. The product is [Cl:29][C:18]1[CH:17]=[C:16]([O:15][C:9]2[C:8]3[C:13](=[CH:14][C:5]([O:4][CH2:3][CH2:2][N:39]([CH2:40][CH2:41][OH:42])[CH3:38])=[C:6]([O:30][CH3:31])[CH:7]=3)[N:12]=[CH:11][CH:10]=2)[CH:21]=[CH:20][C:19]=1[NH:22][C:23]([NH:25][CH2:26][CH2:27][CH3:28])=[O:24]. The yield is 1.06. (5) The reactants are [OH:1][CH2:2][CH2:3][C:4]1[CH:5]=[C:6]([N:10]2[CH2:14][CH2:13][NH:12][C:11]2=[O:15])[CH:7]=[CH:8][CH:9]=1.C(N(CC)CC)C.[CH3:23][S:24](Cl)(=[O:26])=[O:25].ClCCl. The catalyst is CN(C=O)C.COC(C)(C)C. The product is [CH3:23][S:24]([O:1][CH2:2][CH2:3][C:4]1[CH:9]=[CH:8][CH:7]=[C:6]([N:10]2[CH2:14][CH2:13][NH:12][C:11]2=[O:15])[CH:5]=1)(=[O:26])=[O:25]. The yield is 0.700. (6) The reactants are [F:1][C:2]1[CH:7]=[C:6]([F:8])[CH:5]=[CH:4][C:3]=1[CH:9]1[CH2:13][CH2:12][CH2:11][C:10]1=[O:14].[C:15](Cl)([N:17]=[C:18]=[O:19])=[O:16].C1(C)C=CC=CC=1. The catalyst is C(OCC)(=O)C. The product is [F:1][C:2]1[CH:7]=[C:6]([F:8])[CH:5]=[CH:4][C:3]=1[CH:9]1[C:10]2[O:14][C:18](=[O:19])[NH:17][C:15](=[O:16])[C:11]=2[CH2:12][CH2:13]1. The yield is 0.364.